From a dataset of Forward reaction prediction with 1.9M reactions from USPTO patents (1976-2016). Predict the product of the given reaction. Given the reactants F[C:2]1[CH:11]=[C:10]2[C:5]([C:6](=[O:12])[NH:7][CH:8]=[N:9]2)=[CH:4][CH:3]=1.[NH:13]1[CH2:18][CH2:17][NH:16][CH2:15][CH2:14]1, predict the reaction product. The product is: [N:13]1([C:2]2[CH:11]=[C:10]3[C:5]([C:6](=[O:12])[NH:7][CH:8]=[N:9]3)=[CH:4][CH:3]=2)[CH2:18][CH2:17][NH:16][CH2:15][CH2:14]1.